Task: Predict the reaction yield, written as a fraction of the theoretical maximum amount of product (1.0 means a 100% yield; for example, 0.34 means a 34% yield).. Dataset: Reaction yield outcomes from USPTO patents with 853,638 reactions (1) The reactants are [O:1]1[CH:5]=[CH:4][CH:3]=[C:2]1[C:6]1[O:7][C:8]([CH3:37])=[C:9]([CH2:11][O:12][C:13]2[CH:34]=[CH:33][C:16]([CH2:17][O:18][C:19]3[C:23]([C:24]([OH:26])=O)=[CH:22][N:21]([C:27]4[CH:32]=[CH:31][CH:30]=[CH:29][CH:28]=4)[N:20]=3)=[CH:15][C:14]=2[O:35][CH3:36])[N:10]=1.Cl.C([N:41]=C=NCCCN(C)C)C.CN(C)C=O. The catalyst is O. The product is [O:1]1[CH:5]=[CH:4][CH:3]=[C:2]1[C:6]1[O:7][C:8]([CH3:37])=[C:9]([CH2:11][O:12][C:13]2[CH:34]=[CH:33][C:16]([CH2:17][O:18][C:19]3[C:23]([C:24]([NH2:41])=[O:26])=[CH:22][N:21]([C:27]4[CH:28]=[CH:29][CH:30]=[CH:31][CH:32]=4)[N:20]=3)=[CH:15][C:14]=2[O:35][CH3:36])[N:10]=1. The yield is 0.880. (2) The reactants are Cl.[CH3:2][O:3][C:4]([CH:6]1[C:11](=[O:12])[CH2:10][CH2:9][NH:8][CH2:7]1)=[O:5].C(=O)([O-])[O-].[Na+].[Na+].[C:19](O[C:19]([O:21][C:22]([CH3:25])([CH3:24])[CH3:23])=[O:20])([O:21][C:22]([CH3:25])([CH3:24])[CH3:23])=[O:20]. The catalyst is O.C1COCC1. The product is [CH3:2][O:3][C:4]([CH:6]1[C:11](=[O:12])[CH2:10][CH2:9][N:8]([C:19]([O:21][C:22]([CH3:25])([CH3:24])[CH3:23])=[O:20])[CH2:7]1)=[O:5]. The yield is 1.00. (3) The reactants are [CH:1]1([CH2:4][O:5][C:6]2[CH:14]=[CH:13][C:9]([C:10]([OH:12])=O)=[CH:8][CH:7]=2)[CH2:3][CH2:2]1.CCN=C=NCCCN(C)C.Cl.C1C=CC2N(O)N=NC=2C=1.FC(F)(F)C(O)=O.[CH2:44]1[C:53]2[C:48](=[CH:49][C:50]([CH:54]([NH:56][C:57](=[O:59])[CH3:58])[CH3:55])=[CH:51][CH:52]=2)[CH2:47][CH2:46][NH:45]1. The catalyst is CN(C=O)C.O. The product is [CH:1]1([CH2:4][O:5][C:6]2[CH:7]=[CH:8][C:9]([C:10]([N:45]3[CH2:46][CH2:47][C:48]4[C:53](=[CH:52][CH:51]=[C:50]([CH:54]([NH:56][C:57](=[O:59])[CH3:58])[CH3:55])[CH:49]=4)[CH2:44]3)=[O:12])=[CH:13][CH:14]=2)[CH2:2][CH2:3]1. The yield is 0.338.